Dataset: Full USPTO retrosynthesis dataset with 1.9M reactions from patents (1976-2016). Task: Predict the reactants needed to synthesize the given product. (1) Given the product [O:1]=[C:2]1[C:10]2([CH2:11][CH2:12][N:13]([CH2:16][C:17]([F:20])([F:18])[F:19])[CH2:14][CH2:15]2)[C:9]2[C:4](=[CH:5][CH:6]=[CH:7][CH:8]=2)[N:3]1[CH2:21][C:22]([OH:24])=[O:23], predict the reactants needed to synthesize it. The reactants are: [O:1]=[C:2]1[C:10]2([CH2:15][CH2:14][N:13]([CH2:16][C:17]([F:20])([F:19])[F:18])[CH2:12][CH2:11]2)[C:9]2[C:4](=[CH:5][CH:6]=[CH:7][CH:8]=2)[N:3]1[CH2:21][C:22]([O:24]C(C)(C)C)=[O:23]. (2) Given the product [Cl:44][C:37]1[CH:38]=[C:39]([F:43])[C:40]([F:42])=[CH:41][C:36]=1/[C:34](/[CH3:35])=[CH:33]/[N:6]1[C:7]2[CH:8]=[CH:9][C:10]([CH3:13])=[CH:11][C:12]=2[C:4]2[CH2:3][N:2]([CH3:1])[CH2:15][CH2:14][C:5]1=2, predict the reactants needed to synthesize it. The reactants are: [CH3:1][N:2]1[CH2:15][CH2:14][C:5]2[NH:6][C:7]3[CH:8]=[CH:9][C:10]([CH3:13])=[CH:11][C:12]=3[C:4]=2[CH2:3]1.N1CCC[C@H]1C(O)=O.P([O-])([O-])([O-])=O.[K+].[K+].[K+].Br[CH:33]=[C:34]([C:36]1[CH:41]=[C:40]([F:42])[C:39]([F:43])=[CH:38][C:37]=1[Cl:44])[CH3:35]. (3) Given the product [Cl:1][C:2]1[CH:10]=[CH:9][C:5]([C:6]([Cl:15])=[O:7])=[C:4]([O:11][CH3:12])[CH:3]=1, predict the reactants needed to synthesize it. The reactants are: [Cl:1][C:2]1[CH:10]=[CH:9][C:5]([C:6](O)=[O:7])=[C:4]([O:11][CH3:12])[CH:3]=1.O=S(Cl)[Cl:15]. (4) Given the product [OH:1][C:2]1[C:3]([C:18](=[N:22][NH:21][C:23]([NH:25][C:26]2[CH:34]=[CH:33][C:29]([C:30]([OH:32])=[O:31])=[CH:28][CH:27]=2)=[S:24])[CH3:19])=[N:4][N:5]([CH3:17])[C:6]=1[C:7]1[CH:12]=[CH:11][C:10]([CH2:13][CH:14]([CH3:16])[CH3:15])=[CH:9][CH:8]=1, predict the reactants needed to synthesize it. The reactants are: [OH:1][C:2]1[C:3]([C:18](=O)[CH3:19])=[N:4][N:5]([CH3:17])[C:6]=1[C:7]1[CH:12]=[CH:11][C:10]([CH2:13][CH:14]([CH3:16])[CH3:15])=[CH:9][CH:8]=1.[NH:21]([C:23]([NH:25][C:26]1[CH:34]=[CH:33][C:29]([C:30]([OH:32])=[O:31])=[CH:28][CH:27]=1)=[S:24])[NH2:22].CN(C)C=O. (5) Given the product [CH3:23][C:24]1[CH:25]=[C:26]([CH:29]=[CH:30][CH:31]=1)[CH2:27][N:14]1[C:15]2[C:20](=[CH:19][CH:18]=[CH:17][CH:16]=2)[C:21](=[O:22])[C:12]([C:10]([C:8]2[CH:7]=[CH:6][N:5]=[C:4]([CH3:3])[CH:9]=2)=[O:11])=[CH:13]1, predict the reactants needed to synthesize it. The reactants are: [H-].[Na+].[CH3:3][C:4]1[CH:9]=[C:8]([C:10]([C:12]2[C:21](=[O:22])[C:20]3[C:15](=[CH:16][CH:17]=[CH:18][CH:19]=3)[NH:14][CH:13]=2)=[O:11])[CH:7]=[CH:6][N:5]=1.[CH3:23][C:24]1[CH:25]=[C:26]([CH:29]=[CH:30][CH:31]=1)[CH2:27]Br. (6) Given the product [O:44]1[CH2:45][CH2:46][N:41]([C:13]([C:12]2[CH:11]=[CH:10][C:9]([B:4]3[O:5][C:6]([CH3:7])([CH3:8])[C:2]([CH3:1])([CH3:18])[O:3]3)=[CH:17][CH:16]=2)=[O:15])[CH2:42][CH2:43]1, predict the reactants needed to synthesize it. The reactants are: [CH3:1][C:2]1([CH3:18])[C:6]([CH3:8])([CH3:7])[O:5][B:4]([C:9]2[CH:17]=[CH:16][C:12]([C:13]([OH:15])=O)=[CH:11][CH:10]=2)[O:3]1.CCN=C=NCCCN(C)C.Cl.C1C=CC2N(O)N=NC=2C=1.[NH:41]1[CH2:46][CH2:45][O:44][CH2:43][CH2:42]1.CCN(CC)CC.